Dataset: Forward reaction prediction with 1.9M reactions from USPTO patents (1976-2016). Task: Predict the product of the given reaction. Given the reactants C[C:2]1(C)[O:6][C:5](=[CH:7][C:8]([N:10]([CH2:13][C:14]2[CH:19]=[CH:18][C:17]([F:20])=[C:16]([CH3:21])[CH:15]=2)[O:11][CH3:12])=[O:9])[C:4](=[O:22])[O:3]1, predict the reaction product. The product is: [CH3:2][O:3][C:4](=[O:22])[C:5]([OH:6])=[CH:7][C:8](=[O:9])[N:10]([CH2:13][C:14]1[CH:19]=[CH:18][C:17]([F:20])=[C:16]([CH3:21])[CH:15]=1)[O:11][CH3:12].